The task is: Regression. Given two drug SMILES strings and cell line genomic features, predict the synergy score measuring deviation from expected non-interaction effect.. This data is from NCI-60 drug combinations with 297,098 pairs across 59 cell lines. (1) Drug 1: CNC(=O)C1=NC=CC(=C1)OC2=CC=C(C=C2)NC(=O)NC3=CC(=C(C=C3)Cl)C(F)(F)F. Drug 2: CC(C)(C#N)C1=CC(=CC(=C1)CN2C=NC=N2)C(C)(C)C#N. Cell line: U251. Synergy scores: CSS=-8.57, Synergy_ZIP=-0.228, Synergy_Bliss=-9.06, Synergy_Loewe=-8.55, Synergy_HSA=-13.3. (2) Drug 1: C1=CC(=CC=C1C#N)C(C2=CC=C(C=C2)C#N)N3C=NC=N3. Drug 2: CN(C(=O)NC(C=O)C(C(C(CO)O)O)O)N=O. Cell line: PC-3. Synergy scores: CSS=-2.52, Synergy_ZIP=0.978, Synergy_Bliss=-0.443, Synergy_Loewe=-0.310, Synergy_HSA=-2.57. (3) Drug 1: C1=C(C(=O)NC(=O)N1)F. Drug 2: CC1(CCCN1)C2=NC3=C(C=CC=C3N2)C(=O)N. Cell line: OVCAR3. Synergy scores: CSS=33.7, Synergy_ZIP=-0.980, Synergy_Bliss=2.83, Synergy_Loewe=-1.15, Synergy_HSA=5.38. (4) Drug 1: C1=CC(=CC=C1C#N)C(C2=CC=C(C=C2)C#N)N3C=NC=N3. Drug 2: CCC1(CC2CC(C3=C(CCN(C2)C1)C4=CC=CC=C4N3)(C5=C(C=C6C(=C5)C78CCN9C7C(C=CC9)(C(C(C8N6C=O)(C(=O)OC)O)OC(=O)C)CC)OC)C(=O)OC)O.OS(=O)(=O)O. Cell line: SK-OV-3. Synergy scores: CSS=9.56, Synergy_ZIP=-1.49, Synergy_Bliss=1.52, Synergy_Loewe=-8.96, Synergy_HSA=-0.192. (5) Drug 1: C1CN1C2=NC(=NC(=N2)N3CC3)N4CC4. Drug 2: CC1=C(C(=O)C2=C(C1=O)N3CC4C(C3(C2COC(=O)N)OC)N4)N. Cell line: SK-MEL-5. Synergy scores: CSS=63.9, Synergy_ZIP=0.383, Synergy_Bliss=0.851, Synergy_Loewe=3.51, Synergy_HSA=6.82. (6) Drug 1: CC(C1=C(C=CC(=C1Cl)F)Cl)OC2=C(N=CC(=C2)C3=CN(N=C3)C4CCNCC4)N. Drug 2: CC=C1C(=O)NC(C(=O)OC2CC(=O)NC(C(=O)NC(CSSCCC=C2)C(=O)N1)C(C)C)C(C)C. Cell line: SNB-19. Synergy scores: CSS=58.3, Synergy_ZIP=-1.87, Synergy_Bliss=-2.22, Synergy_Loewe=-49.2, Synergy_HSA=-1.51.